From a dataset of Forward reaction prediction with 1.9M reactions from USPTO patents (1976-2016). Predict the product of the given reaction. (1) Given the reactants C([O:3][C:4](=O)[C:5]([NH:20][C:21]([O:23][C:24]([CH3:27])([CH3:26])[CH3:25])=[O:22])([CH2:11][CH2:12][O:13][CH:14]1[CH2:19][CH2:18][CH2:17][CH2:16][O:15]1)[C:6](OCC)=[O:7])C.[Cl-].[Ca+2].[Cl-].[BH4-].[Na+], predict the reaction product. The product is: [C:24]([O:23][C:21](=[O:22])[NH:20][C:5]([CH2:4][OH:3])([CH2:6][OH:7])[CH2:11][CH2:12][O:13][CH:14]1[CH2:19][CH2:18][CH2:17][CH2:16][O:15]1)([CH3:27])([CH3:25])[CH3:26]. (2) Given the reactants [C:1]([C:3]1[NH:7][C:6]([C@@H:8]2[CH2:13][C@@H:12]3[C@@H:10]([CH2:11]3)[N:9]2[C:14]([O:16][C:17]([CH3:20])([CH3:19])[CH3:18])=[O:15])=[N:5][CH:4]=1)#[CH:2].Br[C:22]1[CH:23]=[C:24]2[C:29](=[CH:30][CH:31]=1)[CH:28]=[C:27]([C:32]1[NH:36][C:35]([C@@H:37]3[CH2:42][C@@H:41]4[C@@H:39]([CH2:40]4)[N:38]3[C:43](=[O:53])[C@@H:44]([NH:48][C:49](=[O:52])[O:50][CH3:51])[CH:45]([CH3:47])[CH3:46])=[N:34][CH:33]=1)[CH:26]=[CH:25]2, predict the reaction product. The product is: [CH3:51][O:50][C:49]([NH:48][C@@H:44]([CH:45]([CH3:47])[CH3:46])[C:43]([N:38]1[C@H:37]([C:35]2[NH:34][CH:33]=[C:32]([C:27]3[CH:28]=[C:29]4[C:24](=[CH:25][CH:26]=3)[CH:23]=[C:22]([C:2]#[C:1][C:3]3[N:7]=[C:6]([C@@H:8]5[CH2:13][C@@H:12]6[C@@H:10]([CH2:11]6)[N:9]5[C:14]([O:16][C:17]([CH3:20])([CH3:19])[CH3:18])=[O:15])[NH:5][CH:4]=3)[CH:31]=[CH:30]4)[N:36]=2)[CH2:42][C@@H:41]2[C@H:39]1[CH2:40]2)=[O:53])=[O:52].